Dataset: Reaction yield outcomes from USPTO patents with 853,638 reactions. Task: Predict the reaction yield, written as a fraction of the theoretical maximum amount of product (1.0 means a 100% yield; for example, 0.34 means a 34% yield). (1) The yield is 0.950. The catalyst is CO. The product is [Br:1][C:2]1[C:3]2[CH:12]=[C:11]([C:13]([NH2:17])=[O:15])[S:10][C:4]=2[C:5](=[O:9])[N:6]([CH3:8])[CH:7]=1. The reactants are [Br:1][C:2]1[C:3]2[CH:12]=[C:11]([C:13]([O:15]C)=O)[S:10][C:4]=2[C:5](=[O:9])[N:6]([CH3:8])[CH:7]=1.[NH3:17]. (2) The reactants are [CH2:1]([C:8]1[CH:13]=[CH:12][C:11]([NH:14][C:15]2[N:23]=[CH:22][C:21]([F:24])=[CH:20][C:16]=2[C:17]([OH:19])=O)=[CH:10][CH:9]=1)[C:2]1[CH:7]=[CH:6][CH:5]=[CH:4][CH:3]=1.[NH2:25][CH:26]1[CH2:31][CH2:30][CH:29]([NH:32][C:33]([C:35]2[N:36]=[C:37]3[CH:42]=[CH:41][C:40]([F:43])=[CH:39][N:38]3[CH:44]=2)=[O:34])[CH2:28][CH2:27]1. The catalyst is C(#N)C. The product is [CH2:1]([C:8]1[CH:9]=[CH:10][C:11]([NH:14][C:15]2[C:16]([C:17]([NH:25][C@@H:26]3[CH2:31][CH2:30][C@H:29]([NH:32][C:33]([C:35]4[N:36]=[C:37]5[CH:42]=[CH:41][C:40]([F:43])=[CH:39][N:38]5[CH:44]=4)=[O:34])[CH2:28][CH2:27]3)=[O:19])=[CH:20][C:21]([F:24])=[CH:22][N:23]=2)=[CH:12][CH:13]=1)[C:2]1[CH:3]=[CH:4][CH:5]=[CH:6][CH:7]=1. The yield is 0.670. (3) The reactants are [CH3:1][C:2]1([C:7]2[CH:8]=[N:9][C:10]3[N:11]([C:13]([CH2:16][C:17]4[CH:18]=[C:19]5[C:24](=[CH:25][CH:26]=4)[N:23]=[CH:22][CH:21]=[CH:20]5)=[CH:14][N:15]=3)[N:12]=2)OCC[O:3]1.C([O-])([O-])=O.[Na+].[Na+]. The catalyst is Cl. The product is [N:23]1[C:24]2[C:19](=[CH:18][C:17]([CH2:16][C:13]3[N:11]4[N:12]=[C:7]([C:2](=[O:3])[CH3:1])[CH:8]=[N:9][C:10]4=[N:15][CH:14]=3)=[CH:26][CH:25]=2)[CH:20]=[CH:21][CH:22]=1. The yield is 0.750. (4) The reactants are [Br:1][C:2]1[CH:3]=[C:4]([Cl:19])[C:5]([CH:8](C(OCC)=O)C(OCC)=O)=[N:6][CH:7]=1.Cl. No catalyst specified. The product is [Br:1][C:2]1[CH:3]=[C:4]([Cl:19])[C:5]([CH3:8])=[N:6][CH:7]=1. The yield is 0.510.